From a dataset of Full USPTO retrosynthesis dataset with 1.9M reactions from patents (1976-2016). Predict the reactants needed to synthesize the given product. (1) Given the product [C:40]([O:39][C:37]([N:36]1[CH:32]2[CH2:31][CH2:30][CH:29]1[CH2:28][NH:27][C:34](=[O:35])[CH2:33]2)=[O:38])([CH3:43])([CH3:41])[CH3:42], predict the reactants needed to synthesize it. The reactants are: ClC1N=CC2C=C(C(NC)=O)N(C3CCCC3)C=2N=1.NC1N=CC([N:27]2[C:34](=[O:35])[CH2:33][C@H:32]3[N:36]([C:37]([O:39][C:40]([CH3:43])([CH3:42])[CH3:41])=[O:38])[C@H:29]([CH2:30][CH2:31]3)[CH2:28]2)=CC=1. (2) Given the product [CH3:12][O:11][C:1]([C:2]1[C:3](=[O:4])[CH:5]=[CH:6][C:7](=[O:8])[CH:9]=1)=[O:10], predict the reactants needed to synthesize it. The reactants are: [C:1]([O:11][CH3:12])(=[O:10])[C:2]1[C:3](=[CH:5][CH:6]=[C:7]([CH:9]=1)[OH:8])[OH:4].C(=O)([O-])[O-].[K+].[K+]. (3) Given the product [CH3:7][O:8][C:9]([C:11]1[O:15][N:14]=[C:13]([O:16][CH2:17][C:18]2[C:19]([C:33]3[CH:34]=[CH:35][C:36]([F:39])=[CH:37][CH:38]=3)=[N:20][O:21][C:22]=2[CH:23]=[O:32])[CH:12]=1)=[O:10], predict the reactants needed to synthesize it. The reactants are: [O-]I(=O)(=O)=O.[Na+].[CH3:7][O:8][C:9]([C:11]1[O:15][N:14]=[C:13]([O:16][CH2:17][C:18]2[C:19]([C:33]3[CH:38]=[CH:37][C:36]([F:39])=[CH:35][CH:34]=3)=[N:20][O:21][C:22]=2[C@@H:23]([OH:32])[C@H](O)C2C=CC=CC=2)[CH:12]=1)=[O:10]. (4) The reactants are: [C:1]([C:4]1[CH:9]=[CH:8][N:7]=[CH:6][CH:5]=1)(=[O:3])[CH3:2].[BrH:10].BrBr.C(OCC)C. Given the product [Br:10][CH2:2][C:1]([C:4]1[CH:9]=[CH:8][N:7]=[CH:6][CH:5]=1)=[O:3], predict the reactants needed to synthesize it. (5) Given the product [CH2:2]([O:1][C:8]1[CH:15]=[C:14]([C:16]2[CH:21]=[C:20]([N:22]3[CH2:27][CH2:26][O:25][CH2:24][C@H:23]3[CH3:28])[N:19]=[C:18]([NH:29][CH3:30])[N:17]=2)[CH:13]=[C:12]2[C:9]=1[C:10]([NH2:34])=[N:11][NH:33]2)[CH3:3], predict the reactants needed to synthesize it. The reactants are: [O-:1][CH2:2][CH3:3].[Na+].[H-].[Na+].F[C:8]1[CH:15]=[C:14]([C:16]2[CH:21]=[C:20]([N:22]3[CH2:27][CH2:26][O:25][CH2:24][C@H:23]3[CH3:28])[N:19]=[C:18]([NH:29][CH3:30])[N:17]=2)[CH:13]=[C:12](F)[C:9]=1[C:10]#[N:11].[Cl-].[NH4+:33].[NH2:34]N.CCN(C(C)C)C(C)C. (6) Given the product [NH3:1].[CH2:50]([O:57][C:58]1[CH:63]=[CH:62][C:61]([C@@H:64]([O:67][Si:68]([C:71]([CH3:72])([CH3:74])[CH3:73])([CH3:70])[CH3:69])[CH2:65][NH:1][CH2:2][CH2:3][C:4]2[CH:42]=[CH:41][CH:40]=[C:6]([O:7][CH2:8][CH2:9][C:10]3[CH:11]=[CH:12][C:13]([O:32][CH2:33][C:34]4[CH:39]=[CH:38][CH:37]=[CH:36][CH:35]=4)=[C:14]([C@@H:16]([C:26]4[CH:27]=[CH:28][CH:29]=[CH:30][CH:31]=4)[CH2:17][CH2:18][N:19]([CH:20]([CH3:22])[CH3:21])[CH:23]([CH3:25])[CH3:24])[CH:15]=3)[CH:5]=2)=[CH:60][C:59]=1[NH:75][S:76]([CH3:79])(=[O:77])=[O:78])[C:51]1[CH:56]=[CH:55][CH:54]=[CH:53][CH:52]=1, predict the reactants needed to synthesize it. The reactants are: [NH2:1][CH2:2][CH2:3][C:4]1[CH:5]=[C:6]([CH:40]=[CH:41][CH:42]=1)[O:7][CH2:8][CH2:9][C:10]1[CH:11]=[CH:12][C:13]([O:32][CH2:33][C:34]2[CH:39]=[CH:38][CH:37]=[CH:36][CH:35]=2)=[C:14]([C@@H:16]([C:26]2[CH:31]=[CH:30][CH:29]=[CH:28][CH:27]=2)[CH2:17][CH2:18][N:19]([CH:23]([CH3:25])[CH3:24])[CH:20]([CH3:22])[CH3:21])[CH:15]=1.[I-].[K+].C(=O)([O-])O.[Na+].[CH2:50]([O:57][C:58]1[CH:63]=[CH:62][C:61]([C@@H:64]([O:67][Si:68]([C:71]([CH3:74])([CH3:73])[CH3:72])([CH3:70])[CH3:69])[CH2:65]Br)=[CH:60][C:59]=1[NH:75][S:76]([CH3:79])(=[O:78])=[O:77])[C:51]1[CH:56]=[CH:55][CH:54]=[CH:53][CH:52]=1.C(#N)CC. (7) Given the product [Br:1][C:2]1[CH:3]=[C:4]([CH:23]=[C:12]2[C:13]3[C:14](=[CH:18][CH:19]=[CH:20][CH:21]=3)[C:15](=[O:16])[O:17]2)[CH:5]=[N:6][CH:7]=1, predict the reactants needed to synthesize it. The reactants are: [Br:1][C:2]1[CH:3]=[CH:4][C:5](CC(O)=O)=[N:6][CH:7]=1.[C:12]1(=O)[O:17][C:15](=[O:16])[C:14]2=[CH:18][CH:19]=[CH:20][CH:21]=[C:13]12.[C:23]([O-])(=O)C.[Na+]. (8) Given the product [Cl:1][C:2]1[C:3]([O:5][CH2:6][C:7]=1[C:8]1[CH:9]=[CH:10][C:11]([S:18]([CH3:30])(=[O:20])=[O:17])=[CH:12][CH:13]=1)=[O:4], predict the reactants needed to synthesize it. The reactants are: [Cl:1][C:2]1[C:3]([O:5][CH2:6][C:7]=1[C:8]1[CH:13]=[CH:12][C:11](SC)=[CH:10][CH:9]=1)=[O:4].O[O:17][S:18]([O-:20])=O.[K+].S([O-])(O[O-])(=O)=O.[K+].[K+].[CH3:30]C(C)=O.